From a dataset of Peptide-MHC class I binding affinity with 185,985 pairs from IEDB/IMGT. Regression. Given a peptide amino acid sequence and an MHC pseudo amino acid sequence, predict their binding affinity value. This is MHC class I binding data. (1) The peptide sequence is GLLPSLLLLG. The MHC is HLA-A68:02 with pseudo-sequence HLA-A68:02. The binding affinity (normalized) is 0.239. (2) The peptide sequence is FANMNGHYV. The MHC is H-2-Db with pseudo-sequence H-2-Db. The binding affinity (normalized) is 0.774.